From a dataset of Forward reaction prediction with 1.9M reactions from USPTO patents (1976-2016). Predict the product of the given reaction. (1) Given the reactants [C:1]([C:5]1[C:13]2[C:12]([Cl:14])=[N:11][C:10]([NH2:15])=[N:9][C:8]=2[N:7]([CH2:16][C:17]2[C:22]([CH3:23])=[C:21]([O:24][CH3:25])[C:20]([CH3:26])=[CH:19][N:18]=2)[CH:6]=1)#CC=C.CC[C@@H]1[C@@H]2C[C@H]([C@@H](OC3C4C(=CC=CC=4)C(O[C@@H](C4C=CN=C5C=4C=C(OC)C=C5)[C@@H]4N5C[C@H](CC)[C@@H](CC5)C4)=NN=3)C3C=CN=C4C=3C=C([O:48]C)C=C4)N(CC2)C1.C[C:86]([OH:89])([CH3:88])[CH3:87].C1COCC1.O, predict the reaction product. The product is: [NH2:15][C:10]1[N:11]=[C:12]([Cl:14])[C:13]2[C:5]([C:1]#[C:87][C@@H:86]([OH:89])[CH2:88][OH:48])=[CH:6][N:7]([CH2:16][C:17]3[C:22]([CH3:23])=[C:21]([O:24][CH3:25])[C:20]([CH3:26])=[CH:19][N:18]=3)[C:8]=2[N:9]=1. (2) Given the reactants [CH2:1]([N:8]1[CH:12]=[C:11]([C:13](O)=[O:14])[C:10]([O:16][CH2:17][C:18]2[CH:23]=[CH:22][C:21]([O:24][CH2:25][C:26]3[N:27]=[C:28]([C:32]4[O:33][CH:34]=[CH:35][CH:36]=4)[O:29][C:30]=3[CH3:31])=[C:20]([O:37][CH3:38])[CH:19]=2)=[N:9]1)[C:2]1[CH:7]=[CH:6][CH:5]=[CH:4][CH:3]=1.Cl.C([N:42]=C=NCCCN(C)C)C.CN(C)C=O, predict the reaction product. The product is: [CH2:1]([N:8]1[CH:12]=[C:11]([C:13]([NH2:42])=[O:14])[C:10]([O:16][CH2:17][C:18]2[CH:23]=[CH:22][C:21]([O:24][CH2:25][C:26]3[N:27]=[C:28]([C:32]4[O:33][CH:34]=[CH:35][CH:36]=4)[O:29][C:30]=3[CH3:31])=[C:20]([O:37][CH3:38])[CH:19]=2)=[N:9]1)[C:2]1[CH:7]=[CH:6][CH:5]=[CH:4][CH:3]=1. (3) The product is: [CH2:34]([NH:41][C:17](=[O:19])[CH:16]([CH:20]1[CH2:21][CH2:22][CH2:23][CH2:24][CH2:25]1)[N:1]1[C:2]2[CH:7]=[C:6]([F:8])[C:5]([F:9])=[CH:4][C:3]=2[N:10]=[C:11]1[C@@H:32]([O:33][CH3:44])[C:26]1[CH:31]=[CH:30][CH:29]=[CH:28][CH:27]=1)[C:35]1[CH:40]=[CH:39][CH:38]=[CH:37][CH:36]=1. Given the reactants [NH2:1][C:2]1[CH:7]=[C:6]([F:8])[C:5]([F:9])=[CH:4][C:3]=1[NH:10][C:11](=O)O.CO[C@@H:16]([C:20]1[CH:25]=[CH:24][CH:23]=[CH:22][CH:21]=1)[C:17]([OH:19])=O.[CH:26]1([CH:32]=[O:33])[CH2:31][CH2:30][CH2:29][CH2:28][CH2:27]1.[CH2:34]([N+:41]#[C-])[C:35]1[CH:40]=[CH:39][CH:38]=[CH:37][CH:36]=1.Cl.[CH3:44]O, predict the reaction product.